This data is from Catalyst prediction with 721,799 reactions and 888 catalyst types from USPTO. The task is: Predict which catalyst facilitates the given reaction. (1) Reactant: [OH:1][C@H:2]([C@@H:13]([NH:21][C:22](=[O:41])[C@H:23]([CH2:37][C:38](=[O:40])[NH2:39])[NH:24][C:25]([C:27]1[CH:36]=[CH:35][C:34]2[C:29](=[CH:30][CH:31]=[CH:32][CH:33]=2)[N:28]=1)=[O:26])[CH2:14][C:15]1[CH:20]=[CH:19][CH:18]=[CH:17][CH:16]=1)[CH2:3][N:4]([CH2:6][CH:7]1[CH2:12][CH2:11][CH2:10][CH2:9][CH2:8]1)[NH2:5].[C:42]([N:46]=[C:47]=[O:48])([CH3:45])([CH3:44])[CH3:43]. Product: [OH:1][C@H:2]([C@@H:13]([NH:21][C:22](=[O:41])[C@H:23]([CH2:37][C:38](=[O:40])[NH2:39])[NH:24][C:25]([C:27]1[CH:36]=[CH:35][C:34]2[C:29](=[CH:30][CH:31]=[CH:32][CH:33]=2)[N:28]=1)=[O:26])[CH2:14][C:15]1[CH:20]=[CH:19][CH:18]=[CH:17][CH:16]=1)[CH2:3][N:4]([CH2:6][CH:7]1[CH2:8][CH2:9][CH2:10][CH2:11][CH2:12]1)[NH:5][C:47]([NH:46][C:42]([CH3:45])([CH3:44])[CH3:43])=[O:48]. The catalyst class is: 1. (2) Reactant: [CH3:1][O:2][C:3]1[CH:4]=[C:5]([CH2:11][CH:12]([NH:15][CH:16]=O)[CH2:13][CH3:14])[CH:6]=[CH:7][C:8]=1[O:9][CH3:10].O=P(Cl)(Cl)Cl.N. Product: [CH2:13]([CH:12]1[CH2:11][C:5]2[C:6](=[CH:7][C:8]([O:9][CH3:10])=[C:3]([O:2][CH3:1])[CH:4]=2)[CH:16]=[N:15]1)[CH3:14]. The catalyst class is: 10. (3) Reactant: [CH2:1]([Li])CCC.[Si:6]([O:13][C:14]1[CH:21]=[CH:20][C:17]([CH:18]=O)=[CH:16][CH:15]=1)([C:9]([CH3:12])([CH3:11])[CH3:10])([CH3:8])[CH3:7].O. Product: [Si:6]([O:13][C:14]1[CH:21]=[CH:20][C:17]([CH:18]=[CH2:1])=[CH:16][CH:15]=1)([C:9]([CH3:12])([CH3:11])[CH3:10])([CH3:8])[CH3:7]. The catalyst class is: 307. (4) Reactant: [NH2:1][C:2]1[C:7]([OH:8])=[CH:6][CH:5]=[CH:4][C:3]=1[CH3:9].C(=O)([O-])[O-].[K+].[K+].Br[CH2:17][CH2:18]Br. Product: [CH3:9][C:3]1[C:2]2[NH:1][CH2:17][CH2:18][O:8][C:7]=2[CH:6]=[CH:5][CH:4]=1. The catalyst class is: 9. (5) Reactant: [NH2:1][C:2]1[C:3]([CH3:13])=[C:4]([CH:9]=[C:10]([Br:12])[CH:11]=1)[C:5]([O:7][CH3:8])=[O:6].[CH:14](=O)[CH3:15].C(O)(=O)C.C(O[BH-](OC(=O)C)OC(=O)C)(=O)C.[Na+]. Product: [Br:12][C:10]1[CH:11]=[C:2]([NH:1][CH2:14][CH3:15])[C:3]([CH3:13])=[C:4]([CH:9]=1)[C:5]([O:7][CH3:8])=[O:6]. The catalyst class is: 576. (6) Reactant: [CH2:1]([C:3]1[O:7][C:6]([C:8]([C:10]2[CH:15]=[CH:14][CH:13]=[CH:12][N:11]=2)=O)=[CH:5][CH:4]=1)[CH3:2].[NH3:16]. Product: [CH2:1]([C:3]1[N:16]=[C:8]([C:10]2[CH:15]=[CH:14][CH:13]=[CH:12][N:11]=2)[C:6]([OH:7])=[CH:5][CH:4]=1)[CH3:2]. The catalyst class is: 6. (7) Reactant: Cl.[NH2:2][CH2:3][C:4]1[CH:29]=[CH:28][C:7]([C:8]([NH:10][C@H:11]2[CH2:16][CH2:15][CH2:14][CH2:13][C@@H:12]2[CH2:17][N:18]2[CH2:23][CH2:22][CH2:21][C@@H:20]([CH2:24][O:25][CH2:26][CH3:27])[CH2:19]2)=[O:9])=[CH:6][CH:5]=1.C(N(C(C)C)CC)(C)C.[CH2:39]([S:41](Cl)(=[O:43])=[O:42])[CH3:40].C([O-])(O)=O.[Na+]. Product: [CH2:26]([O:25][CH2:24][C@@H:20]1[CH2:21][CH2:22][CH2:23][N:18]([CH2:17][C@H:12]2[CH2:13][CH2:14][CH2:15][CH2:16][C@@H:11]2[NH:10][C:8](=[O:9])[C:7]2[CH:6]=[CH:5][C:4]([CH2:3][NH:2][S:41]([CH2:39][CH3:40])(=[O:43])=[O:42])=[CH:29][CH:28]=2)[CH2:19]1)[CH3:27]. The catalyst class is: 2.